Dataset: Full USPTO retrosynthesis dataset with 1.9M reactions from patents (1976-2016). Task: Predict the reactants needed to synthesize the given product. Given the product [Cl:26][C:14]1[CH:15]=[CH:16][C:17]([C:19]2[CH:24]=[CH:23][CH:22]=[C:21]([NH:25][C:34](=[O:39])[C:35]([CH3:38])([CH3:37])[CH3:36])[N:20]=2)=[CH:18][C:13]=1[C:12]([NH:11][C:9]1[N:8]([C:28]2[CH:33]=[CH:32][CH:31]=[CH:30][CH:29]=2)[N:7]=[C:6]([C:4]([O:3][CH2:1][CH3:2])=[O:5])[CH:10]=1)=[O:27], predict the reactants needed to synthesize it. The reactants are: [CH2:1]([O:3][C:4]([C:6]1[CH:10]=[C:9]([NH:11][C:12](=[O:27])[C:13]2[CH:18]=[C:17]([C:19]3[CH:24]=[CH:23][CH:22]=[C:21]([NH2:25])[N:20]=3)[CH:16]=[CH:15][C:14]=2[Cl:26])[N:8]([C:28]2[CH:33]=[CH:32][CH:31]=[CH:30][CH:29]=2)[N:7]=1)=[O:5])[CH3:2].[C:34](Cl)(=[O:39])[C:35]([CH3:38])([CH3:37])[CH3:36].